Dataset: CYP1A2 inhibition data for predicting drug metabolism from PubChem BioAssay. Task: Regression/Classification. Given a drug SMILES string, predict its absorption, distribution, metabolism, or excretion properties. Task type varies by dataset: regression for continuous measurements (e.g., permeability, clearance, half-life) or binary classification for categorical outcomes (e.g., BBB penetration, CYP inhibition). Dataset: cyp1a2_veith. (1) The compound is Cc1ccc2c(c1)N(CCC(=O)NCCCOC(C)C)C(=O)C(C)O2. The result is 0 (non-inhibitor). (2) The compound is CSc1cccc(NC(=O)Cn2cccc2)c1. The result is 1 (inhibitor). (3) The compound is O=C(CCCNC(=O)/C(=C\c1ccccc1F)NC(=O)c1ccccc1)OCc1ccccc1. The result is 0 (non-inhibitor). (4) The molecule is Cc1nc(Oc2ccc(Cl)cc2)c2oc3ccccc3c2n1. The result is 1 (inhibitor). (5) The drug is COc1ccc(-c2nc3cnc(N(C)C)nc3n(C[C@H]3CCCO3)c2=O)cc1. The result is 1 (inhibitor). (6) The molecule is CNc1cc(OC)c(C(=O)N[C@@H]2CCN(Cc3ccccc3)[C@H]2C)cc1Cl. The result is 1 (inhibitor).